From a dataset of Reaction yield outcomes from USPTO patents with 853,638 reactions. Predict the reaction yield, written as a fraction of the theoretical maximum amount of product (1.0 means a 100% yield; for example, 0.34 means a 34% yield). (1) The reactants are [F:1][C:2]1[CH:7]=[C:6]([F:8])[CH:5]=[CH:4][C:3]=1[OH:9].[H-].[Na+].Cl[C:13]1[C:14]([C:23]#[N:24])=[N:15][CH:16]=[C:17]([C:19]([F:22])([F:21])[F:20])[CH:18]=1.[Cl-].[NH4+]. The catalyst is C(OCC)(=O)C.CN(C)C=O. The product is [F:1][C:2]1[CH:7]=[C:6]([F:8])[CH:5]=[CH:4][C:3]=1[O:9][C:13]1[C:14]([C:23]#[N:24])=[N:15][CH:16]=[C:17]([C:19]([F:22])([F:20])[F:21])[CH:18]=1. The yield is 0.710. (2) The reactants are [N+:1]([C:4]1[CH:5]=[N:6][NH:7][CH:8]=1)([O-:3])=[O:2].C([O-])([O-])=O.[K+].[K+].I[CH2:16][CH3:17]. The catalyst is CC#N. The product is [CH2:16]([N:6]1[CH:5]=[C:4]([N+:1]([O-:3])=[O:2])[CH:8]=[N:7]1)[CH3:17]. The yield is 0.240. (3) The yield is 0.840. The product is [C:5]([O:9][C:10]([N:12]1[CH2:13][CH:14]([N:24]2[C:33]3[CH:32]=[CH:31][CH:30]=[C:29]([Cl:34])[C:28]=3[C:27]3=[N:35][O:36][C:37]([CH3:38])=[C:26]3[C:25]2=[O:39])[CH2:15][CH:16]([CH2:18][N:1]=[N+:2]=[N-:3])[CH2:17]1)=[O:11])([CH3:8])([CH3:7])[CH3:6]. The catalyst is CN(C=O)C. The reactants are [N-:1]=[N+:2]=[N-:3].[Na+].[C:5]([O:9][C:10]([N:12]1[CH2:17][CH:16]([CH2:18]OS(C)(=O)=O)[CH2:15][CH:14]([N:24]2[C:33]3[CH:32]=[CH:31][CH:30]=[C:29]([Cl:34])[C:28]=3[C:27]3=[N:35][O:36][C:37]([CH3:38])=[C:26]3[C:25]2=[O:39])[CH2:13]1)=[O:11])([CH3:8])([CH3:7])[CH3:6]. (4) The reactants are [Cl-].O[NH3+:3].[C:4](=[O:7])([O-])[OH:5].[Na+].CS(C)=O.[OH:13][C:14]([CH3:52])([CH3:51])[CH2:15][O:16][CH:17]1[CH2:22][CH2:21][CH:20]([N:23]2[C:28](=[O:29])[C:27]([CH2:30][C:31]3[CH:36]=[CH:35][C:34]([C:37]4[C:38]([C:43]#[N:44])=[CH:39][CH:40]=[CH:41][CH:42]=4)=[CH:33][CH:32]=3)=[C:26]([CH2:45][CH2:46][CH3:47])[N:25]3[N:48]=[CH:49][N:50]=[C:24]23)[CH2:19][CH2:18]1. The catalyst is C(OCC)(=O)C. The product is [OH:13][C:14]([CH3:51])([CH3:52])[CH2:15][O:16][C@@H:17]1[CH2:22][CH2:21][C@H:20]([N:23]2[C:28](=[O:29])[C:27]([CH2:30][C:31]3[CH:36]=[CH:35][C:34]([C:37]4[CH:42]=[CH:41][CH:40]=[CH:39][C:38]=4[C:43]4[NH:3][C:4](=[O:7])[O:5][N:44]=4)=[CH:33][CH:32]=3)=[C:26]([CH2:45][CH2:46][CH3:47])[N:25]3[N:48]=[CH:49][N:50]=[C:24]23)[CH2:19][CH2:18]1. The yield is 0.460. (5) The reactants are Br[C:2]1[N:6]2[C:7](=[O:23])[CH:8]=[C:9]([CH2:11][N:12]3[C:16]([CH2:17][CH3:18])=[CH:15][C:14]([C:19]([F:22])([F:21])[F:20])=[N:13]3)[N:10]=[C:5]2[S:4][C:3]=1[CH3:24].P([O-])([O-])([O-])=O.[K+].[K+].[K+].O.[N:34]1[CH:39]=[C:38](B(O)O)[CH:37]=[N:36][CH:35]=1. The catalyst is O1CCOCC1.C1C=CC([P]([Pd]([P](C2C=CC=CC=2)(C2C=CC=CC=2)C2C=CC=CC=2)([P](C2C=CC=CC=2)(C2C=CC=CC=2)C2C=CC=CC=2)[P](C2C=CC=CC=2)(C2C=CC=CC=2)C2C=CC=CC=2)(C2C=CC=CC=2)C2C=CC=CC=2)=CC=1. The product is [CH2:17]([C:16]1[N:12]([CH2:11][C:9]2[N:10]=[C:5]3[S:4][C:3]([CH3:24])=[C:2]([C:38]4[CH:39]=[N:34][CH:35]=[N:36][CH:37]=4)[N:6]3[C:7](=[O:23])[CH:8]=2)[N:13]=[C:14]([C:19]([F:22])([F:21])[F:20])[CH:15]=1)[CH3:18]. The yield is 0.240. (6) The reactants are S(Cl)([Cl:3])=O.[CH2:5]1[C:13]2[C:8](=[CH:9][C:10]([CH2:14]O)=[CH:11][CH:12]=2)[CH2:7][CH2:6]1. The catalyst is C(Cl)(Cl)Cl. The product is [Cl:3][CH2:14][C:10]1[CH:9]=[C:8]2[C:13](=[CH:12][CH:11]=1)[CH2:5][CH2:6][CH2:7]2. The yield is 0.990. (7) The reactants are [Br:1][C:2]1[CH:3]=[CH:4][C:5](F)=[C:6]([C:8]([CH:10]2[C:19]([OH:21])([CH3:20])[CH2:18][CH2:17][C:12]3([O:16][CH2:15][CH2:14][O:13]3)[CH2:11]2)=[O:9])[CH:7]=1.[H-].[Na+].O.C(=O)([O-])[O-].[K+].[K+]. The catalyst is C1COCC1.CO. The product is [Br:1][C:2]1[CH:7]=[C:6]2[C:5]([O:21][C:19]3([CH3:20])[CH:10]([C:8]2=[O:9])[CH2:11][C:12]2([O:16][CH2:15][CH2:14][O:13]2)[CH2:17][CH2:18]3)=[CH:4][CH:3]=1. The yield is 0.472.